This data is from Forward reaction prediction with 1.9M reactions from USPTO patents (1976-2016). The task is: Predict the product of the given reaction. (1) Given the reactants [F:1][C:2]1[CH:7]=[CH:6][CH:5]=[CH:4][C:3]=1[C:8]1[CH:13]=[CH:12][CH:11]=[C:10]([CH:14]([C:29]2([OH:35])[CH2:34][CH2:33][CH2:32][CH2:31][CH2:30]2)[CH2:15][N:16]2[CH2:21][CH2:20][N:19](C(OC(C)(C)C)=O)[CH2:18][CH2:17]2)[CH:9]=1.C(=O)([O-])[O-].[K+].[K+].[C:42]([OH:49])(=[O:48])/[CH:43]=[CH:44]\[C:45]([OH:47])=[O:46], predict the reaction product. The product is: [C:42]([OH:49])(=[O:48])/[CH:43]=[CH:44]\[C:45]([OH:47])=[O:46].[F:1][C:2]1[CH:7]=[CH:6][CH:5]=[CH:4][C:3]=1[C:8]1[CH:13]=[CH:12][CH:11]=[C:10]([CH:14]([C:29]2([OH:35])[CH2:30][CH2:31][CH2:32][CH2:33][CH2:34]2)[CH2:15][N:16]2[CH2:17][CH2:18][NH:19][CH2:20][CH2:21]2)[CH:9]=1. (2) Given the reactants [C:1]([O:5][C@@H:6]([C:10]1[C:11]([C:25]2[CH:30]=[CH:29][C:28]([Cl:31])=[CH:27][CH:26]=2)=[C:12]2[C:17](=[CH:18][C:19]=1[CH3:20])[N:16]=[C:15]([C:21]([O:23]C)=[O:22])[CH:14]=[CH:13]2)[C:7]([OH:9])=[O:8])([CH3:4])([CH3:3])[CH3:2].C(O[C@@H](C1C(C2C=CC(Cl)=CC=2)=C2C(=CC=1C)N=C(CN(C)C1C=CC=CC=1)C=C2)CO)(C)(C)C, predict the reaction product. The product is: [C:1]([O:5][C@H:6]([C:7]([OH:9])=[O:8])[C:10]1[C:11]([C:25]2[CH:26]=[CH:27][C:28]([Cl:31])=[CH:29][CH:30]=2)=[C:12]2[C:17](=[CH:18][C:19]=1[CH3:20])[N:16]=[C:15]([C:21]([OH:23])=[O:22])[CH:14]=[CH:13]2)([CH3:4])([CH3:2])[CH3:3]. (3) Given the reactants [Br:1][C:2]1[CH:7]=[CH:6][C:5](/[CH:8]=[CH:9]/[C:10]([N:12]2[CH:16]([CH3:17])[CH:15]([C:18]3[CH:23]=[CH:22][CH:21]=[CH:20][CH:19]=3)[O:14][C:13]2=[O:24])=[O:11])=[CH:4][CH:3]=1.[CH2:25]1COCC1, predict the reaction product. The product is: [Br:1][C:2]1[CH:3]=[CH:4][C:5]([CH:8]2[CH2:25][CH:9]2[C:10]([N:12]2[C@@H:16]([CH3:17])[C@H:15]([C:18]3[CH:19]=[CH:20][CH:21]=[CH:22][CH:23]=3)[O:14][C:13]2=[O:24])=[O:11])=[CH:6][CH:7]=1. (4) Given the reactants [C:1]([O:4][C:5]1[CH:10]=[CH:9][C:8]([CH3:11])=[C:7]([Cl:12])[CH:6]=1)(=[O:3])[CH3:2].[Br:13]N1C(=O)CCC1=O, predict the reaction product. The product is: [C:1]([O:4][C:5]1[CH:10]=[CH:9][C:8]([CH2:11][Br:13])=[C:7]([Cl:12])[CH:6]=1)(=[O:3])[CH3:2]. (5) Given the reactants [F:1][C:2]1[CH:7]=[CH:6][CH:5]=[CH:4][C:3]=1[CH:8]1[O:12][N:11]=[C:10]([C:13]2[N:14]=[C:15]([CH:18]3[CH2:23][CH2:22][N:21](C(OC(C)(C)C)=O)[CH2:20][CH2:19]3)[S:16][CH:17]=2)[CH2:9]1.[ClH:31], predict the reaction product. The product is: [ClH:31].[F:1][C:2]1[CH:7]=[CH:6][CH:5]=[CH:4][C:3]=1[CH:8]1[O:12][N:11]=[C:10]([C:13]2[N:14]=[C:15]([CH:18]3[CH2:23][CH2:22][NH:21][CH2:20][CH2:19]3)[S:16][CH:17]=2)[CH2:9]1.